From a dataset of Reaction yield outcomes from USPTO patents with 853,638 reactions. Predict the reaction yield, written as a fraction of the theoretical maximum amount of product (1.0 means a 100% yield; for example, 0.34 means a 34% yield). (1) The reactants are [CH2:1]([OH:4])[CH2:2][OH:3].[H-].[Na+].F[C:8]1[N:13]=[CH:12][C:11]([C:14]2[C:15]([CH3:21])=[N:16][CH:17]=[C:18]([NH2:20])[CH:19]=2)=[CH:10][C:9]=1[N:22]1[CH2:27][CH2:26][O:25][CH2:24][CH2:23]1. The product is [NH2:20][C:18]1[CH:19]=[C:14]([C:11]2[CH:12]=[N:13][C:8]([O:3][CH2:2][CH2:1][OH:4])=[C:9]([N:22]3[CH2:27][CH2:26][O:25][CH2:24][CH2:23]3)[CH:10]=2)[C:15]([CH3:21])=[N:16][CH:17]=1. The catalyst is O1CCOCC1. The yield is 0.950. (2) The reactants are C([N:8](CC1C=CC=CC=1)[C:9]1[C:14]2[N:15]=[C:16]([CH2:26][CH2:27][CH3:28])[N:17]([CH2:18][C:19]3([OH:25])[CH2:24][CH2:23][CH2:22][CH2:21][CH2:20]3)[C:13]=2[C:12]([CH3:29])=[C:11]([CH3:30])[N:10]=1)C1C=CC=CC=1.C([O-])=O.[NH4+]. The catalyst is [Pd].CO.C(O)C. The product is [NH2:8][C:9]1[C:14]2[N:15]=[C:16]([CH2:26][CH2:27][CH3:28])[N:17]([CH2:18][C:19]3([OH:25])[CH2:24][CH2:23][CH2:22][CH2:21][CH2:20]3)[C:13]=2[C:12]([CH3:29])=[C:11]([CH3:30])[N:10]=1. The yield is 0.640. (3) The reactants are I[CH3:2].[H-].[Na+].[OH:5][CH:6]1[C:15]2[C:10](=[CH:11][CH:12]=[C:13]([C:16]3[C:21](=[O:22])[N:20]([CH2:23][C:24]4[CH:29]=[CH:28][C:27]([C:30]5[C:31]([C:36]#[N:37])=[CH:32][CH:33]=[CH:34][CH:35]=5)=[CH:26][CH:25]=4)[C:19]([CH2:38][CH2:39][CH3:40])=[N:18][C:17]=3[CH3:41])[CH:14]=2)[O:9][C:8]([CH3:43])([CH3:42])[CH2:7]1. The catalyst is CN(C)C=O.C(OCC)(=O)C. The product is [CH3:2][O:5][CH:6]1[C:15]2[C:10](=[CH:11][CH:12]=[C:13]([C:16]3[C:21](=[O:22])[N:20]([CH2:23][C:24]4[CH:29]=[CH:28][C:27]([C:30]5[C:31]([C:36]#[N:37])=[CH:32][CH:33]=[CH:34][CH:35]=5)=[CH:26][CH:25]=4)[C:19]([CH2:38][CH2:39][CH3:40])=[N:18][C:17]=3[CH3:41])[CH:14]=2)[O:9][C:8]([CH3:42])([CH3:43])[CH2:7]1. The yield is 0.660.